Dataset: Catalyst prediction with 721,799 reactions and 888 catalyst types from USPTO. Task: Predict which catalyst facilitates the given reaction. (1) Reactant: [Cl:1][C:2]1[CH:3]=[C:4]([CH:19]=[CH:20][C:21]=1[C:22]([OH:24])=O)[C:5]([NH:7][CH2:8][C:9]1[NH:13][C:12]2[CH:14]=[CH:15][C:16]([Cl:18])=[CH:17][C:11]=2[N:10]=1)=[O:6].CN(C(O[N:33]1N=[N:40][C:35]2[CH:36]=[CH:37][CH:38]=C[C:34]1=2)=[N+](C)C)C.[B-](F)(F)(F)F.C(N(C(C)C)CC)(C)C.C(OC(NCC1CCCN1)=O)(C)(C)C.FC(F)(F)C(O)=O.ClCl. Product: [NH2:33][CH2:34][CH:35]1[CH2:36][CH2:37][CH2:38][N:40]1[C:22]([C:21]1[CH:20]=[CH:19][C:4]([C:5]([NH:7][CH2:8][C:9]2[NH:13][C:12]3[CH:14]=[CH:15][C:16]([Cl:18])=[CH:17][C:11]=3[N:10]=2)=[O:6])=[CH:3][C:2]=1[Cl:1])=[O:24]. The catalyst class is: 3. (2) Reactant: O.[CH3:2][O:3][C:4]1[C:18]([CH:19]=O)=[CH:17][C:7]2[N:8]=[C:9]([C:11]3[CH:16]=[CH:15][CH:14]=[CH:13][CH:12]=3)[S:10][C:6]=2[CH:5]=1.[C:21]1([C@H:27]2[C@@H:32]([NH2:33])[CH2:31][CH2:30][CH2:29][NH:28]2)[CH:26]=[CH:25][CH:24]=[CH:23][CH:22]=1.C(O[BH-](OC(=O)C)OC(=O)C)(=O)C.[Na+]. Product: [CH3:2][O:3][C:4]1[C:18]([CH2:19][NH:33][C@H:32]2[CH2:31][CH2:30][CH2:29][NH:28][C@H:27]2[C:21]2[CH:26]=[CH:25][CH:24]=[CH:23][CH:22]=2)=[CH:17][C:7]2[N:8]=[C:9]([C:11]3[CH:16]=[CH:15][CH:14]=[CH:13][CH:12]=3)[S:10][C:6]=2[CH:5]=1. The catalyst class is: 2.